Dataset: Forward reaction prediction with 1.9M reactions from USPTO patents (1976-2016). Task: Predict the product of the given reaction. (1) Given the reactants [NH2:1][N:2]1[CH:6]=[C:5]([C:7]#[N:8])[CH:4]=[C:3]1[C:9]#[N:10].C(O)(=O)C.[CH:15](N)=[NH:16].C([O-])([O-])=O.[K+].[K+].CCOC(C)=O, predict the reaction product. The product is: [NH2:10][C:9]1[C:3]2=[CH:4][C:5]([C:7]#[N:8])=[CH:6][N:2]2[N:1]=[CH:15][N:16]=1. (2) Given the reactants [CH3:1][C:2]1[CH:11]=[CH:10][C:9]2[C:4](=[CH:5][CH:6]=[C:7]([C:12]([NH2:14])=O)[CH:8]=2)[N:3]=1.C(N(CC)CC)C.FC(F)(F)C(OC(=O)C(F)(F)F)=O.C(=O)(O)[O-].[Na+], predict the reaction product. The product is: [CH3:1][C:2]1[CH:11]=[CH:10][C:9]2[C:4](=[CH:5][CH:6]=[C:7]([C:12]#[N:14])[CH:8]=2)[N:3]=1.